This data is from Experimentally validated miRNA-target interactions with 360,000+ pairs, plus equal number of negative samples. The task is: Binary Classification. Given a miRNA mature sequence and a target amino acid sequence, predict their likelihood of interaction. (1) The miRNA is hsa-miR-3650 with sequence AGGUGUGUCUGUAGAGUCC. The protein sequence of the target gene is MANDPLEGFHEVNLASPTSPDLLGVCDPGTQEQTTSPSVIYRPHPSTLCAAPLQANALDLSDLPTQPVYSSPRHFNCAEVSNISAHAPDPASSVPSAVASGLTKLTSRKDSCNAEREFLQGATITEASAGNDDIFGLSTDSLSRLRSPSVLEVREKGYERLKEELAKAQREAHKMVREANVKQATAEKQLKEAQGKIDVLQAEVAALKTLVLSSSPTSPTQEPLAAAKTPFKRGHTRNKSTSSAMGGSHQDLSVIQPIVKDCKEADLSLYNEFRSWKDEPTMDRTCPFLDKIYQEDIFPC.... Result: 0 (no interaction). (2) The miRNA is hsa-miR-1298-5p with sequence UUCAUUCGGCUGUCCAGAUGUA. The protein sequence of the target gene is MGRAMVARLGLGLLLLALLLPTQIYSSETTTGTSSNSSQSTSNSGLAPNPTNATTKAAGGALQSTASLFVVSLSLLHLYS. Result: 0 (no interaction).